This data is from Peptide-MHC class I binding affinity with 185,985 pairs from IEDB/IMGT. The task is: Regression. Given a peptide amino acid sequence and an MHC pseudo amino acid sequence, predict their binding affinity value. This is MHC class I binding data. (1) The peptide sequence is WHQARFEEL. The MHC is HLA-A31:01 with pseudo-sequence HLA-A31:01. The binding affinity (normalized) is 0.0847. (2) The peptide sequence is ERTLHLVEL. The MHC is HLA-A31:01 with pseudo-sequence HLA-A31:01. The binding affinity (normalized) is 0. (3) The peptide sequence is VLSFCAFAV. The MHC is HLA-A02:02 with pseudo-sequence HLA-A02:02. The binding affinity (normalized) is 1.00. (4) The peptide sequence is KTVWFVPSIK. The MHC is HLA-A11:01 with pseudo-sequence HLA-A11:01. The binding affinity (normalized) is 0.623. (5) The peptide sequence is NESDPEGAL. The MHC is HLA-B40:01 with pseudo-sequence HLA-B40:01. The binding affinity (normalized) is 0.738.